Dataset: Catalyst prediction with 721,799 reactions and 888 catalyst types from USPTO. Task: Predict which catalyst facilitates the given reaction. (1) Reactant: CC(C)([O-])C.[K+].[Cl-].[NH2:8][C:9]([NH2:11])=[NH2+:10].[O:12]=[C:13]1[C:21]2[C:16](=[CH:17][CH:18]=[CH:19][CH:20]=2)[CH:15]([CH2:22][C:23](OCC)=[O:24])[N:14]1[CH2:28][CH2:29][CH3:30]. Product: [O:12]=[C:13]1[C:21]2[C:16](=[CH:17][CH:18]=[CH:19][CH:20]=2)[CH:15]([CH2:22][C:23]([NH:10][C:9]([NH2:11])=[NH:8])=[O:24])[N:14]1[CH2:28][CH2:29][CH3:30]. The catalyst class is: 6. (2) Reactant: Br[C:2]1[CH:7]=[CH:6][C:5]([N:8]2[CH2:13][CH2:12][N:11]([S:14]([C:17]3[CH:22]=[CH:21][CH:20]=[CH:19][CH:18]=3)(=[O:16])=[O:15])[CH2:10][CH2:9]2)=[CH:4][CH:3]=1.[Li]CCCC.[F:28][C:29]([F:34])([F:33])[C:30](=[O:32])[CH3:31]. Product: [F:28][C:29]([F:34])([F:33])[C:30]([C:2]1[CH:7]=[CH:6][C:5]([N:8]2[CH2:13][CH2:12][N:11]([S:14]([C:17]3[CH:22]=[CH:21][CH:20]=[CH:19][CH:18]=3)(=[O:16])=[O:15])[CH2:10][CH2:9]2)=[CH:4][CH:3]=1)([OH:32])[CH3:31]. The catalyst class is: 1. (3) Reactant: [NH2:1][C:2]1[CH:3]=[C:4]([CH:9]=[CH:10][C:11]=1[O:12][CH3:13])[C:5]([O:7][CH3:8])=[O:6].C(N(C(C)C)CC)(C)C.[N:23]1([CH2:29][C:30](O)=[O:31])[CH2:28][CH2:27][O:26][CH2:25][CH2:24]1.O. Product: [CH3:13][O:12][C:11]1[CH:10]=[CH:9][C:4]([C:5]([O:7][CH3:8])=[O:6])=[CH:3][C:2]=1[NH:1][C:30](=[O:31])[CH2:29][N:23]1[CH2:28][CH2:27][O:26][CH2:25][CH2:24]1. The catalyst class is: 3. (4) Reactant: [Cl:1][C:2]1[CH:3]=[C:4]([CH:9]=[C:10]([O:13]C)[C:11]=1[Cl:12])[C:5]([O:7]C)=[O:6].B(Br)(Br)Br.O. Product: [Cl:1][C:2]1[CH:3]=[C:4]([CH:9]=[C:10]([OH:13])[C:11]=1[Cl:12])[C:5]([OH:7])=[O:6]. The catalyst class is: 2. (5) Reactant: [CH2:1]([O:3][C:4]([C:6]([CH3:21])([O:8][C:9]1[CH:14]=[CH:13][C:12]([CH2:15][CH2:16][CH2:17][C:18](O)=[O:19])=[CH:11][CH:10]=1)[CH3:7])=[O:5])[CH3:2].C(OCC)(=O)C.C(Cl)(=O)C([Cl:31])=O. Product: [CH2:1]([O:3][C:4]([C:6]([CH3:21])([O:8][C:9]1[CH:14]=[CH:13][C:12]([CH2:15][CH2:16][CH2:17][C:18]([Cl:31])=[O:19])=[CH:11][CH:10]=1)[CH3:7])=[O:5])[CH3:2]. The catalyst class is: 3.